This data is from Catalyst prediction with 721,799 reactions and 888 catalyst types from USPTO. The task is: Predict which catalyst facilitates the given reaction. (1) Reactant: II.Br[CH2:4][CH2:5][CH2:6][CH:7]=[CH2:8].[Br:9][C:10]1[CH:15]=[CH:14][C:13]([C:16]([F:19])([F:18])[F:17])=[CH:12][C:11]=1/[CH:20]=[N:21]/[S:22]([C:24]([CH3:27])([CH3:26])[CH3:25])=[O:23]. Product: [Br:9][C:10]1[CH:15]=[CH:14][C:13]([C:16]([F:19])([F:18])[F:17])=[CH:12][C:11]=1[C@@H:20]([NH:21][S:22]([C:24]([CH3:27])([CH3:26])[CH3:25])=[O:23])[CH2:8][CH2:7][CH2:6][CH:5]=[CH2:4]. The catalyst class is: 1. (2) Reactant: [CH3:1][O:2][C:3](=[O:6])[CH2:4]Br.[OH:7][C:8]1[CH:17]=[C:16]2[C:11]([N:12]=[CH:13][C:14]([O:18][CH2:19][CH2:20][N:21]3[CH2:26][CH2:25][CH:24]([NH:27][C:28]([C:30]4[CH:31]=[CH:32][C:33]5[S:38][CH2:37][C:36](=[O:39])[NH:35][C:34]=5[CH:40]=4)=[O:29])[CH2:23][CH2:22]3)=[N:15]2)=[CH:10][CH:9]=1.C(=O)([O-])[O-].[K+].[K+]. Product: [CH3:1][O:2][C:3](=[O:6])[CH2:4][O:7][C:8]1[CH:17]=[C:16]2[C:11](=[CH:10][CH:9]=1)[N:12]=[CH:13][C:14]([O:18][CH2:19][CH2:20][N:21]1[CH2:22][CH2:23][CH:24]([NH:27][C:28]([C:30]3[CH:31]=[CH:32][C:33]4[S:38][CH2:37][C:36](=[O:39])[NH:35][C:34]=4[CH:40]=3)=[O:29])[CH2:25][CH2:26]1)=[N:15]2. The catalyst class is: 9. (3) Reactant: [Cl:1][C:2]1[C:9]([CH3:10])=[C:8]([C:11]2[CH:15]=[CH:14][NH:13][N:12]=2)[CH:7]=[CH:6][C:3]=1[C:4]#[N:5].[O-]CC.[Na+].CS(O[CH2:25][C@H:26]([NH:28][C:29]([O:31][C:32]([CH3:35])([CH3:34])[CH3:33])=[O:30])[CH3:27])(=O)=O. Product: [Cl:1][C:2]1[C:9]([CH3:10])=[C:8]([C:11]2[CH:15]=[CH:14][N:13]([CH2:27][C@H:26]([NH:28][C:29](=[O:30])[O:31][C:32]([CH3:33])([CH3:35])[CH3:34])[CH3:25])[N:12]=2)[CH:7]=[CH:6][C:3]=1[C:4]#[N:5]. The catalyst class is: 10.